This data is from Full USPTO retrosynthesis dataset with 1.9M reactions from patents (1976-2016). The task is: Predict the reactants needed to synthesize the given product. (1) Given the product [F:1][C:2]1[CH:7]=[CH:6][C:5]([N+:8]([O-:10])=[O:9])=[CH:4][C:3]=1[CH2:11][C:12]([O:14][CH3:20])=[O:13], predict the reactants needed to synthesize it. The reactants are: [F:1][C:2]1[CH:7]=[CH:6][C:5]([N+:8]([O-:10])=[O:9])=[CH:4][C:3]=1[CH2:11][C:12]([OH:14])=[O:13].S(=O)(=O)(O)O.[CH3:20]O. (2) The reactants are: Br[C:2]1[CH:7]=[CH:6][CH:5]=[CH:4][C:3]=1[O:8][CH3:9].P([O-])([O-])([O-])=O.[K+].[K+].[K+].O1CCO[CH2:20][CH2:19]1. Given the product [CH:19]([C:2]1[CH:7]=[CH:6][CH:5]=[CH:4][C:3]=1[O:8][CH3:9])=[CH2:20], predict the reactants needed to synthesize it. (3) Given the product [CH:11]1([C:9]([C:5]2[CH:4]=[C:3]([O:2][CH3:1])[N:8]=[CH:7][N:6]=2)=[O:18])[CH2:13][CH2:12]1, predict the reactants needed to synthesize it. The reactants are: [CH3:1][O:2][C:3]1[N:8]=[CH:7][N:6]=[C:5]([C:9]#N)[CH:4]=1.[CH:11]1([Mg]Br)[CH2:13][CH2:12]1.Cl.C(=O)([O-])[OH:18].[Na+]. (4) The reactants are: [F:1][C:2]([F:13])([F:12])[C:3]1[CH:8]=[CH:7][CH:6]=[CH:5][C:4]=1B(O)O.Br[C:15]1[C:16]2[CH:23]=[C:22]([CH2:24][O:25][C:26]3[CH:31]=[CH:30][C:29]([C@@H:32]([C:39]#[C:40][CH3:41])[CH2:33][C:34]([O:36][CH2:37][CH3:38])=[O:35])=[CH:28][CH:27]=3)[CH:21]=[CH:20][C:17]=2[S:18][CH:19]=1.C([O-])([O-])=O.[Cs+].[Cs+]. Given the product [F:1][C:2]([F:13])([F:12])[C:3]1[CH:8]=[CH:7][CH:6]=[CH:5][C:4]=1[C:15]1[C:16]2[CH:23]=[C:22]([CH2:24][O:25][C:26]3[CH:27]=[CH:28][C:29]([C@@H:32]([C:39]#[C:40][CH3:41])[CH2:33][C:34]([O:36][CH2:37][CH3:38])=[O:35])=[CH:30][CH:31]=3)[CH:21]=[CH:20][C:17]=2[S:18][CH:19]=1, predict the reactants needed to synthesize it. (5) Given the product [F:8][C:9]([F:13])([F:12])[CH2:10][CH2:11][S:14][CH2:15][CH2:16][C:17]([OH:19])=[O:18], predict the reactants needed to synthesize it. The reactants are: C1(C)C=CC=CC=1.[F:8][C:9]([F:13])([F:12])[CH:10]=[CH2:11].[SH:14][CH2:15][CH2:16][C:17]([OH:19])=[O:18].COC(OC)(C1C=CC=CC=1)C(C1C=CC=CC=1)=O. (6) The reactants are: [H-].[Na+].C(OP([CH2:11][C:12]([O:14][CH2:15][CH3:16])=[O:13])(OCC)=O)C.[Br:17][C:18]1[CH:19]=[CH:20][C:21]([N:26]([CH2:30][CH:31]([CH3:33])[CH3:32])[CH2:27][CH2:28][CH3:29])=[C:22]([CH:25]=1)[CH:23]=O.O. Given the product [Br:17][C:18]1[CH:19]=[CH:20][C:21]([N:26]([CH2:30][CH:31]([CH3:32])[CH3:33])[CH2:27][CH2:28][CH3:29])=[C:22](/[CH:23]=[CH:11]/[C:12]([O:14][CH2:15][CH3:16])=[O:13])[CH:25]=1, predict the reactants needed to synthesize it. (7) Given the product [C:13]([N:12]1[C:11]2[CH:17]=[CH:18][C:19]([C:21]3[CH:22]=[N:23][C:24]([NH2:27])=[N:25][CH:26]=3)=[CH:20][C:10]=2[N:9]=[C:8]1[C:3]1[CH:4]=[CH:5][CH:6]=[CH:7][C:2]=1[C:32]1[CH:31]=[N:30][N:29]([CH3:28])[CH:33]=1)([CH3:16])([CH3:15])[CH3:14], predict the reactants needed to synthesize it. The reactants are: Br[C:2]1[CH:7]=[CH:6][CH:5]=[CH:4][C:3]=1[C:8]1[N:12]([C:13]([CH3:16])([CH3:15])[CH3:14])[C:11]2[CH:17]=[CH:18][C:19]([C:21]3[CH:22]=[N:23][C:24]([NH2:27])=[N:25][CH:26]=3)=[CH:20][C:10]=2[N:9]=1.[CH3:28][N:29]1[CH:33]=[C:32](B2OC(C)(C)C(C)(C)O2)[CH:31]=[N:30]1.C([O-])([O-])=O.[K+].[K+]. (8) Given the product [Cl:1][C:2]1[CH:3]=[CH:4][C:5]([C:6]2([OH:7])[C:8]3[C:9](=[CH:13][CH:14]=[CH:15][CH:16]=3)[C:10](=[O:12])[N:26]2[CH2:25][C:24]2[CH:27]=[CH:28][C:21]([O:20][CH3:19])=[CH:22][CH:23]=2)=[CH:17][CH:18]=1, predict the reactants needed to synthesize it. The reactants are: [Cl:1][C:2]1[CH:18]=[CH:17][C:5]([C:6]([C:8]2[CH:16]=[CH:15][CH:14]=[CH:13][C:9]=2[C:10]([OH:12])=O)=[O:7])=[CH:4][CH:3]=1.[CH3:19][O:20][C:21]1[CH:28]=[CH:27][C:24]([CH2:25][NH2:26])=[CH:23][CH:22]=1. (9) Given the product [C:32]([O:31][C:29](=[O:30])[NH:28][C:26]([C:24]1[S:23][C:22]([S:36][CH3:37])=[C:21]([S:18]([C:14]2[CH:15]=[C:16]([Br:17])[C:11]3[N:10]=[CH:9][NH:8][C:12]=3[CH:13]=2)(=[O:19])=[O:20])[CH:25]=1)=[NH:27])([CH3:35])([CH3:34])[CH3:33], predict the reactants needed to synthesize it. The reactants are: C(OC([N:8]1[C:12]2[CH:13]=[C:14]([S:18]([C:21]3[CH:25]=[C:24]([C:26]([NH:28][C:29]([O:31][C:32]([CH3:35])([CH3:34])[CH3:33])=[O:30])=[NH:27])[S:23][C:22]=3[S:36][CH3:37])(=[O:20])=[O:19])[CH:15]=[C:16]([Br:17])[C:11]=2[N:10]=[CH:9]1)=O)(C)(C)C.C([O-])([O-])=O.[Na+].[Na+]. (10) The reactants are: [O:1]=[C:2]1[N:6]([C:7]([O:9][C:10]([CH3:13])([CH3:12])[CH3:11])=[O:8])[CH:5]([C:14]([O:16][CH2:17][CH3:18])=[O:15])[CH2:4][CH2:3]1.[CH3:19][Mg+].[Br-]. Given the product [C:10]([O:9][C:7]([NH:6][CH:5]([CH2:4][CH2:3][C:2](=[O:1])[CH3:19])[C:14]([O:16][CH2:17][CH3:18])=[O:15])=[O:8])([CH3:13])([CH3:12])[CH3:11], predict the reactants needed to synthesize it.